From a dataset of Kir2.1 potassium channel HTS with 301,493 compounds. Binary Classification. Given a drug SMILES string, predict its activity (active/inactive) in a high-throughput screening assay against a specified biological target. (1) The molecule is S(=O)(=O)(N1C(CCCC1)C)c1cc2c(N(C(=O)C3CC3)CC2)cc1. The result is 0 (inactive). (2) The drug is s1c(nn2c1=NC(=O)C(/C2=N)=C/c1n(c2ccc(OC)cc2)ccc1)C(C)C. The result is 0 (inactive).